Dataset: Forward reaction prediction with 1.9M reactions from USPTO patents (1976-2016). Task: Predict the product of the given reaction. (1) Given the reactants [F:1][C:2]1[CH:7]=[C:6]([I:8])[CH:5]=[CH:4][C:3]=1[CH3:9].[Li+].CC([N-]C(C)C)C.[C:18](=[O:20])=[O:19], predict the reaction product. The product is: [F:1][C:2]1[C:3]([CH3:9])=[CH:4][CH:5]=[C:6]([I:8])[C:7]=1[C:18]([OH:20])=[O:19]. (2) Given the reactants [CH3:1]S(C)=O.[H-].[Na+].[Br:7][C:8]1[CH:9]=[CH:10][C:11]2[C@@:17]3([CH:26]=O)[CH2:18][CH2:19][C:20]4([CH2:25][C@H:16]3[CH2:15][CH2:14][O:13][C:12]=2[CH:28]=1)[O:24][CH2:23][CH2:22][O:21]4.[Br:29][C:30]1[CH:31]=[CH:32][C:33]2[C@:39]3([CH:48]=O)[CH2:40][CH2:41][C:42]4([CH2:47][C@@H:38]3[CH2:37][CH2:36][O:35][C:34]=2[CH:50]=1)[O:46][CH2:45][CH2:44][O:43]4.O, predict the reaction product. The product is: [Br:7][C:8]1[CH:9]=[CH:10][C:11]2[C@@:17]3([CH:26]=[CH2:30])[CH2:18][CH2:19][C:20]4([CH2:25][C@H:16]3[CH2:15][CH2:14][O:13][C:12]=2[CH:28]=1)[O:24][CH2:23][CH2:22][O:21]4.[Br:29][C:30]1[CH:31]=[CH:32][C:33]2[C@:39]3([CH:48]=[CH2:1])[CH2:40][CH2:41][C:42]4([CH2:47][C@@H:38]3[CH2:37][CH2:36][O:35][C:34]=2[CH:50]=1)[O:46][CH2:45][CH2:44][O:43]4. (3) Given the reactants [C:1]([O:5][C:6]([N:8]([CH2:24][C:25]1[CH:30]=[CH:29][C:28](B(O)O)=[CH:27][CH:26]=1)[CH2:9][C:10]1[N:11]=[N:12][N:13]([CH2:15][C:16]2[CH:21]=[CH:20][C:19]([O:22][CH3:23])=[CH:18][CH:17]=2)[CH:14]=1)=[O:7])([CH3:4])([CH3:3])[CH3:2].C(OC(N(CC1C=CC(B(O)O)=CC=1)CC1N(CC2C=CC(OC)=CC=2)N=NC=1)=O)(C)(C)C.[F:67][C:68]1[CH:69]=[C:70]([N:75]2[CH2:79][C@H:78]([CH2:80][N:81]3[CH:85]=[C:84]([Si:86]([CH3:89])([CH3:88])[CH3:87])[N:83]=[N:82]3)[O:77][C:76]2=[O:90])[CH:71]=[CH:72][C:73]=1I.C([O-])([O-])=O.[K+].[K+], predict the reaction product. The product is: [C:1]([O:5][C:6](=[O:7])[N:8]([CH2:24][C:25]1[CH:30]=[CH:29][C:28]([C:73]2[CH:72]=[CH:71][C:70]([N:75]3[CH2:79][CH:78]([CH2:80][N:81]4[CH:85]=[C:84]([Si:86]([CH3:87])([CH3:89])[CH3:88])[N:83]=[N:82]4)[O:77][C:76]3=[O:90])=[CH:69][C:68]=2[F:67])=[CH:27][CH:26]=1)[CH2:9][C:10]1[N:11]=[N:12][N:13]([CH2:15][C:16]2[CH:21]=[CH:20][C:19]([O:22][CH3:23])=[CH:18][CH:17]=2)[CH:14]=1)([CH3:4])([CH3:3])[CH3:2]. (4) Given the reactants [NH:1]1[C:9]2[C:4](=[CH:5][CH:6]=[C:7]([C:10]([O:12][CH2:13][CH3:14])=[O:11])[CH:8]=2)[CH:3]=[C:2]1[C:15]([O:17][CH2:18][CH3:19])=[O:16].C([O-])([O-])=O.[K+].[K+].Br[CH2:27][C:28]#[N:29], predict the reaction product. The product is: [C:28]([CH2:27][N:1]1[C:9]2[C:4](=[CH:5][CH:6]=[C:7]([C:10]([O:12][CH2:13][CH3:14])=[O:11])[CH:8]=2)[CH:3]=[C:2]1[C:15]([O:17][CH2:18][CH3:19])=[O:16])#[N:29]. (5) Given the reactants [CH3:1][C:2]1([CH3:12])[O:6][C@@H:5]2[CH2:7][CH2:8][CH2:9][C@@H:10]([NH2:11])[C@@H:4]2[O:3]1.[CH3:13][C:14]1([CH3:39])[CH2:23][CH2:22][C:21]([CH3:25])([CH3:24])[C:20]2[CH:19]=[C:18]([C:26]3[N:31]=[C:30]([N:32]4[CH2:37][CH2:36][C:35](=O)[CH2:34][CH2:33]4)[CH:29]=[CH:28][CH:27]=3)[CH:17]=[CH:16][C:15]1=2, predict the reaction product. The product is: [CH3:1][C:2]1([CH3:12])[O:6][C@@H:5]2[CH2:7][CH2:8][CH2:9][C@@H:10]([NH:11][CH:35]3[CH2:34][CH2:33][N:32]([C:30]4[CH:29]=[CH:28][CH:27]=[C:26]([C:18]5[CH:17]=[CH:16][C:15]6[C:14]([CH3:39])([CH3:13])[CH2:23][CH2:22][C:21]([CH3:25])([CH3:24])[C:20]=6[CH:19]=5)[N:31]=4)[CH2:37][CH2:36]3)[C@@H:4]2[O:3]1. (6) Given the reactants [Cl:1][C:2]1[N:9]=[C:8]([Cl:10])[C:7]([Cl:11])=[C:6](Cl)[C:3]=1[C:4]#[N:5].[NH4+].[Cl-], predict the reaction product. The product is: [Cl:1][C:2]1[N:9]=[C:8]([Cl:10])[C:7]([Cl:11])=[CH:6][C:3]=1[C:4]#[N:5].